Dataset: Forward reaction prediction with 1.9M reactions from USPTO patents (1976-2016). Task: Predict the product of the given reaction. Given the reactants C1([Si](OC)(OC)OC)C=CC=CC=1.C(O[Si](OCC)(OCC)OCC)C.C[Si](OCC)(OCC)OCC.[C:38]([O-:45])(=[O:44])/[CH:39]=[CH:40]\[C:41]([O-:43])=[O:42].C(O[Si](CCC[NH+:59]1[CH2:63][CH2:62][N:61]=[CH:60]1)(OCC)OCC)C.C(O[Si](CCC[NH+:77]1[CH2:81][CH2:80][N:79]=[CH:78]1)(OCC)OCC)C.Cl.C(OCC(O)C)C, predict the reaction product. The product is: [C:38]([O-:45])(=[O:44])/[CH:39]=[CH:40]\[C:41]([O-:43])=[O:42].[NH+:59]1[CH:63]=[CH:62][NH:61][CH:60]=1.[NH+:77]1[CH:81]=[CH:80][NH:79][CH:78]=1.